Dataset: Reaction yield outcomes from USPTO patents with 853,638 reactions. Task: Predict the reaction yield, written as a fraction of the theoretical maximum amount of product (1.0 means a 100% yield; for example, 0.34 means a 34% yield). The yield is 0.500. No catalyst specified. The reactants are [CH3:1][O:2][C:3](=[O:29])[C@@H:4]([NH:18][C:19](=[O:28])[C:20]1[CH:25]=[C:24]([Br:26])[CH:23]=[CH:22][C:21]=1[OH:27])[CH2:5][C:6]1[CH:11]=[CH:10][C:9]([C:12]2[CH:17]=[CH:16][CH:15]=[CH:14][CH:13]=2)=[CH:8][CH:7]=1.[CH2:30]([O:37][C:38]1[CH:45]=[CH:44][C:41]([CH2:42]Cl)=[CH:40][CH:39]=1)[C:31]1[CH:36]=[CH:35][CH:34]=[CH:33][CH:32]=1. The product is [CH3:1][O:2][C:3](=[O:29])[C@@H:4]([NH:18][C:19](=[O:28])[C:20]1[CH:25]=[C:24]([Br:26])[CH:23]=[CH:22][C:21]=1[O:27][CH2:42][C:41]1[CH:44]=[CH:45][C:38]([O:37][CH2:30][C:31]2[CH:36]=[CH:35][CH:34]=[CH:33][CH:32]=2)=[CH:39][CH:40]=1)[CH2:5][C:6]1[CH:7]=[CH:8][C:9]([C:12]2[CH:17]=[CH:16][CH:15]=[CH:14][CH:13]=2)=[CH:10][CH:11]=1.